Predict the product of the given reaction. From a dataset of Forward reaction prediction with 1.9M reactions from USPTO patents (1976-2016). Given the reactants [F:1][C:2]1[CH:7]=[C:6]([N:8]2[CH2:13][CH2:12][O:11][CH2:10][CH2:9]2)[CH:5]=[CH:4][C:3]=1[CH2:14][N:15]1[CH2:20][CH2:19][N:18](C(OC(C)(C)C)=O)[C@@H:17]([CH3:28])[CH2:16]1.FC(F)(F)C(O)=O, predict the reaction product. The product is: [F:1][C:2]1[CH:7]=[C:6]([N:8]2[CH2:13][CH2:12][O:11][CH2:10][CH2:9]2)[CH:5]=[CH:4][C:3]=1[CH2:14][N:15]1[CH2:20][CH2:19][NH:18][C@@H:17]([CH3:28])[CH2:16]1.